Dataset: Full USPTO retrosynthesis dataset with 1.9M reactions from patents (1976-2016). Task: Predict the reactants needed to synthesize the given product. (1) The reactants are: [C:1]([O:5][C:6]([N:8]1[CH2:12][C:11](=[CH2:13])[CH2:10][CH:9]1[C:14]1[NH:15][C:16]([C:19]2[CH:24]=[CH:23][C:22]([C:25]3[CH:34]=[CH:33][C:32]4[C:27](=[CH:28][CH:29]=[C:30]([C:35]5[NH:36][C:37]([CH:40]6[CH2:44][CH2:43][CH2:42][N:41]6[C:45](=[O:55])[CH:46]([NH:50][C:51]([O:53][CH3:54])=[O:52])[CH:47]([CH3:49])[CH3:48])=[N:38][CH:39]=5)[CH:31]=4)[CH:26]=3)=[CH:21][CH:20]=2)=[CH:17][N:18]=1)=[O:7])([CH3:4])([CH3:3])[CH3:2].[CH3:56]OC(=O)NC(C(N1CCCC1C1NC(C2C=CC3C(=CC=C(Br)C=3)C=2)=CN=1)=O)C(C)C.C(OC(N1C(C2NC(C3C=CC(B4OC(C)(C)C(C)(C)O4)=CC=3)=CN=2)C2CC1CC2)=O)(C)(C)C. Given the product [C:1]([O:5][C:6]([N:8]1[CH:9]([C:14]2[NH:15][C:16]([C:19]3[CH:20]=[CH:21][C:22]([C:25]4[CH:34]=[CH:33][C:32]5[C:27](=[CH:28][CH:29]=[C:30]([C:35]6[NH:36][C:37]([CH:40]7[CH2:44][CH2:43][CH2:42][N:41]7[C:45](=[O:55])[CH:46]([NH:50][C:51]([O:53][CH3:54])=[O:52])[CH:47]([CH3:48])[CH3:49])=[N:38][CH:39]=6)[CH:31]=5)[CH:26]=4)=[CH:23][CH:24]=3)=[CH:17][N:18]=2)[CH:10]2[CH2:56][CH:12]1[CH2:13][CH2:11]2)=[O:7])([CH3:4])([CH3:2])[CH3:3], predict the reactants needed to synthesize it. (2) The reactants are: [NH2:1][C:2]1[C:7]([C:8](=[O:19])[C:9]2[C:14]([O:15][CH3:16])=[CH:13][CH:12]=[C:11]([F:17])[C:10]=2[F:18])=[CH:6][N:5]=[C:4]([NH:20][CH:21]2[CH2:26][CH2:25][N:24]([S:27]([CH2:30][CH2:31][CH2:32][O:33]C(=O)C)(=[O:29])=[O:28])[CH2:23][CH2:22]2)[N:3]=1.[OH-].[K+]. Given the product [NH2:1][C:2]1[C:7]([C:8]([C:9]2[C:14]([O:15][CH3:16])=[CH:13][CH:12]=[C:11]([F:17])[C:10]=2[F:18])=[O:19])=[CH:6][N:5]=[C:4]([NH:20][CH:21]2[CH2:22][CH2:23][N:24]([S:27]([CH2:30][CH2:31][CH2:32][OH:33])(=[O:28])=[O:29])[CH2:25][CH2:26]2)[N:3]=1, predict the reactants needed to synthesize it. (3) Given the product [CH3:1][C:2]1[C:6]([C:7]2[C:8](=[O:14])[NH:9][C:10](=[O:13])[N:11]([CH2:25][CH2:24][CH:22]=[O:23])[CH:12]=2)=[CH:5][S:4][N:3]=1, predict the reactants needed to synthesize it. The reactants are: [CH3:1][C:2]1[C:6]([C:7]2[C:8](=[O:14])[NH:9][C:10](=[O:13])[NH:11][CH:12]=2)=[CH:5][S:4][N:3]=1.C(N(CC)CC)C.[CH:22]([CH:24]=[CH2:25])=[O:23]. (4) Given the product [ClH:1].[ClH:1].[N:8]1[CH:13]=[CH:12][CH:11]=[C:10]([CH2:14][CH2:15][CH:16]2[CH2:21][NH:20][CH2:19][CH2:18][N:17]2[C:29]([O:31][CH2:32][C:33]2[CH:38]=[CH:37][CH:36]=[CH:35][CH:34]=2)=[O:30])[CH:9]=1, predict the reactants needed to synthesize it. The reactants are: [ClH:1].O1CCOCC1.[N:8]1[CH:13]=[CH:12][CH:11]=[C:10]([CH2:14][CH2:15][CH:16]2[CH2:21][N:20](C(OC(C)(C)C)=O)[CH2:19][CH2:18][N:17]2[C:29]([O:31][CH2:32][C:33]2[CH:38]=[CH:37][CH:36]=[CH:35][CH:34]=2)=[O:30])[CH:9]=1. (5) Given the product [CH2:1]([S:3]([N:25]1[CH2:24][CH:23]2[CH2:19][N:20]([C:27]3[CH:28]=[CH:29][C:30]4=[N:35][N:34]=[C:33]([C:36]([F:39])([F:37])[F:38])[N:31]4[N:32]=3)[CH2:21][CH:22]2[CH2:26]1)(=[O:5])=[O:4])[CH3:2], predict the reactants needed to synthesize it. The reactants are: [CH2:1]([S:3](Cl)(=[O:5])=[O:4])[CH3:2].ClCCl.C(N(C(C)C)CC)(C)C.[CH2:19]1[CH:23]2[CH2:24][NH:25][CH2:26][CH:22]2[CH2:21][N:20]1[C:27]1[CH:28]=[CH:29][C:30]2[N:31]([C:33]([C:36]([F:39])([F:38])[F:37])=[N:34][N:35]=2)[N:32]=1.